Task: Predict the reaction yield, written as a fraction of the theoretical maximum amount of product (1.0 means a 100% yield; for example, 0.34 means a 34% yield).. Dataset: Reaction yield outcomes from USPTO patents with 853,638 reactions The reactants are [Br:1][C:2]1[CH:10]=[C:6]([C:7]([OH:9])=O)[C:5]([OH:11])=[CH:4][CH:3]=1.[N+:12]([C:15]1[CH:16]=[C:17]([CH:19]=[C:20]([N+:22]([O-:24])=[O:23])[CH:21]=1)[NH2:18])([O-:14])=[O:13]. No catalyst specified. The product is [Br:1][C:2]1[CH:3]=[CH:4][C:5]([OH:11])=[C:6]([CH:10]=1)[C:7]([NH:18][C:17]1[CH:16]=[C:15]([N+:12]([O-:14])=[O:13])[CH:21]=[C:20]([N+:22]([O-:24])=[O:23])[CH:19]=1)=[O:9]. The yield is 0.322.